This data is from Cav3 T-type calcium channel HTS with 100,875 compounds. The task is: Binary Classification. Given a drug SMILES string, predict its activity (active/inactive) in a high-throughput screening assay against a specified biological target. (1) The result is 0 (inactive). The compound is o1c(c2n(Cc3c(ccc(c3)C)C)c(cc2)C(OC)=O)ccc1. (2) The compound is OC1(C(CN(CC1)CCCC)C(=O)c1ccccc1)c1ccccc1. The result is 0 (inactive). (3) The compound is O=C(N1CCN(CC1)c1ccccc1)CCCOc1ccccc1. The result is 1 (active).